This data is from Reaction yield outcomes from USPTO patents with 853,638 reactions. The task is: Predict the reaction yield, written as a fraction of the theoretical maximum amount of product (1.0 means a 100% yield; for example, 0.34 means a 34% yield). (1) The reactants are Cl[C:2]1[C:7]([C:8]#[N:9])=[CH:6][CH:5]=[CH:4][N:3]=1.C([Sn](CCCC)(CCCC)[C:15]1[S:16][CH:17]=[CH:18][N:19]=1)CCC. No catalyst specified. The product is [S:16]1[CH:17]=[CH:18][N:19]=[C:15]1[C:2]1[N:3]=[CH:4][CH:5]=[CH:6][C:7]=1[C:8]#[N:9]. The yield is 0.390. (2) The reactants are [NH2:1][C:2]1[S:3][C@:4]2([C:19]([O:21]C)=O)[C@H:6]([C@:7]([C:10]3[CH:15]=[C:14]([NH2:16])[CH:13]=[C:12]([F:17])[C:11]=3[F:18])([CH3:9])[N:8]=1)[CH2:5]2.[C:23](OC(=O)N(C1S[C@]2(C(=O)C)[C@H]([C@](C3C=CC=C(F)C=3F)(C)N=1)C2)COCC[Si](C)(C)C)(C)(C)C. No catalyst specified. The product is [NH2:1][C:2]1[S:3][C@:4]2([C:19](=[O:21])[CH3:23])[C@H:6]([C@:7]([C:10]3[CH:15]=[C:14]([NH2:16])[CH:13]=[C:12]([F:17])[C:11]=3[F:18])([CH3:9])[N:8]=1)[CH2:5]2. The yield is 0.510. (3) The reactants are [Cl:1][C:2]1[C:23]([Cl:24])=[CH:22][C:21]2[C:4](=[CH:5][C:6]3[C@@H:7]([S:36][CH2:37][CH2:38][C:39]4[CH:44]=[CH:43][CH:42]=[CH:41][CH:40]=4)[C:8]4[C:17]([C@H:18]([S:25][CH2:26][CH2:27][C:28]5[CH:33]=[CH:32][CH:31]=[CH:30][CH:29]=5)[C:19]=3[CH:20]=2)=[CH:16][C:15]2[C:10](=[CH:11][C:12]([Cl:35])=[C:13]([Cl:34])[CH:14]=2)[CH:9]=4)[CH:3]=1.ClC1C(=O)C(Cl)=C(Cl)C(=O)C=1Cl.C(=O)([O-])[O-].[K+].[K+]. The catalyst is C1C=CC=CC=1. The product is [Cl:24][C:23]1[C:2]([Cl:1])=[CH:3][C:4]2[C:21](=[CH:20][C:19]3[C:6]([CH:5]=2)=[C:7]([S:36][CH2:37][CH2:38][C:39]2[CH:40]=[CH:41][CH:42]=[CH:43][CH:44]=2)[C:8]2[C:17](=[CH:16][C:15]4[C:10]([CH:9]=2)=[CH:11][C:12]([Cl:35])=[C:13]([Cl:34])[CH:14]=4)[C:18]=3[S:25][CH2:26][CH2:27][C:28]2[CH:33]=[CH:32][CH:31]=[CH:30][CH:29]=2)[CH:22]=1. The yield is 0.170. (4) The reactants are C(OC(C1C=NN([C:11]([C:24]2[CH:29]=[CH:28][CH:27]=[CH:26][CH:25]=2)([C:18]2[CH:23]=[CH:22][CH:21]=[CH:20][CH:19]=2)[C:12]2[CH:17]=[CH:16][CH:15]=[CH:14][CH:13]=2)C=1)=O)C.[CH3:30][O:31][C:32]([C:34]1[CH:38]=[C:37]([C:39]([O:41][CH3:42])=[O:40])[NH:36][N:35]=1)=[O:33].[H-].[Na+].C(Cl)(C1C=CC=CC=1)(C1C=CC=CC=1)C1C=CC=CC=1. The catalyst is CN(C)C=O. The product is [C:11]([N:36]1[C:37]([C:39]([O:41][CH3:42])=[O:40])=[CH:38][C:34]([C:32]([O:31][CH3:30])=[O:33])=[N:35]1)([C:12]1[CH:17]=[CH:16][CH:15]=[CH:14][CH:13]=1)([C:24]1[CH:25]=[CH:26][CH:27]=[CH:28][CH:29]=1)[C:18]1[CH:19]=[CH:20][CH:21]=[CH:22][CH:23]=1. The yield is 0.980. (5) The reactants are ClC(OCC)=O.[N:7]1[CH:12]=[CH:11][CH:10]=[C:9]([C@@H:13]2[CH2:15][C@H:14]2[C:16]([OH:18])=O)[CH:8]=1.C(N(CC)CC)C.[N-:26]=[N+:27]=[N-:28].[Na+]. The catalyst is CC(C)=O.O. The product is [N:7]1[CH:12]=[CH:11][CH:10]=[C:9]([C@@H:13]2[CH2:15][C@H:14]2[C:16]([N:26]=[N+:27]=[N-:28])=[O:18])[CH:8]=1. The yield is 0.810. (6) The reactants are [CH3:1][Mg]Cl.[CH3:4][O:5][C:6](=[O:17])[C:7](=[C:12]([CH2:15][CH3:16])[CH2:13][CH3:14])[C:8]([O:10][CH3:11])=[O:9].[NH4+].[Cl-]. The catalyst is O1CCCC1.[Cu]I. The product is [CH3:11][O:10][C:8](=[O:9])[CH:7]([C:12]([CH2:15][CH3:16])([CH3:1])[CH2:13][CH3:14])[C:6]([O:5][CH3:4])=[O:17]. The yield is 0.930. (7) The reactants are Br[C:2]1[CH:3]=[C:4]2[N:10]=[C:9]([CH3:11])[N:8]([CH2:12][O:13][CH2:14][CH2:15][Si:16]([CH3:19])([CH3:18])[CH3:17])[C:5]2=[N:6][CH:7]=1.[B:20]1([B:20]2[O:24][C:23]([CH3:26])([CH3:25])[C:22]([CH3:28])([CH3:27])[O:21]2)[O:24][C:23]([CH3:26])([CH3:25])[C:22]([CH3:28])([CH3:27])[O:21]1.CC([O-])=O.[K+]. The catalyst is C1(C)C=CC=CC=1.C1C=CC(P(C2C=CC=CC=2)[C-]2C=CC=C2)=CC=1.C1C=CC(P(C2C=CC=CC=2)[C-]2C=CC=C2)=CC=1.Cl[Pd]Cl.[Fe+2]. The product is [CH3:11][C:9]1[N:8]([CH2:12][O:13][CH2:14][CH2:15][Si:16]([CH3:19])([CH3:18])[CH3:17])[C:5]2=[N:6][CH:7]=[C:2]([B:20]3[O:24][C:23]([CH3:26])([CH3:25])[C:22]([CH3:28])([CH3:27])[O:21]3)[CH:3]=[C:4]2[N:10]=1. The yield is 0.770.